From a dataset of Full USPTO retrosynthesis dataset with 1.9M reactions from patents (1976-2016). Predict the reactants needed to synthesize the given product. (1) The reactants are: CC(=[N:4][OH:5])C.CC(C)([O-])C.[K+].Cl[C:13]1[C:18]([C:19]([C:21]2[CH:26]=[CH:25][CH:24]=[C:23]([O:27][CH3:28])[CH:22]=2)=O)=[CH:17][CH:16]=[CH:15][N:14]=1. Given the product [CH3:28][O:27][C:23]1[CH:22]=[C:21]([C:19]2[C:18]3[C:13](=[N:14][CH:15]=[CH:16][CH:17]=3)[O:5][N:4]=2)[CH:26]=[CH:25][CH:24]=1, predict the reactants needed to synthesize it. (2) Given the product [O:7]1[C:11]2([CH2:16][CH2:15][CH:14]([CH2:17][OH:18])[CH2:13][CH2:12]2)[O:10][CH2:9][CH2:8]1, predict the reactants needed to synthesize it. The reactants are: [H-].[Al+3].[Li+].[H-].[H-].[H-].[O:7]1[C:11]2([CH2:16][CH2:15][CH:14]([C:17](OCC)=[O:18])[CH2:13][CH2:12]2)[O:10][CH2:9][CH2:8]1.[OH-].[Na+]. (3) Given the product [CH3:21][S:22]([O:13][CH2:12][C:4]1[C:5]2[O:9][C:8]([CH3:10])=[CH:7][C:6]=2[CH:11]=[C:2]([F:1])[CH:3]=1)(=[O:24])=[O:23], predict the reactants needed to synthesize it. The reactants are: [F:1][C:2]1[CH:3]=[C:4]([CH2:12][OH:13])[C:5]2[O:9][C:8]([CH3:10])=[CH:7][C:6]=2[CH:11]=1.C(N(CC)CC)C.[CH3:21][S:22](Cl)(=[O:24])=[O:23]. (4) Given the product [Br:3][C:4]1[CH:5]=[C:6]2[C:11]([NH:12][C@@H:13]3[CH2:17][N:16]([C:18]([O:20][CH2:21][C:22]4[CH:27]=[CH:26][CH:25]=[CH:24][CH:23]=4)=[O:19])[CH2:15][C@@:14]3([F:29])[CH3:28])=[C:10]([C:30](=[O:1])[NH2:31])[CH:9]=[N:8][N:7]2[CH:32]=1, predict the reactants needed to synthesize it. The reactants are: [OH-:1].[Na+].[Br:3][C:4]1[CH:5]=[C:6]2[C:11]([NH:12][C@@H:13]3[CH2:17][N:16]([C:18]([O:20][CH2:21][C:22]4[CH:27]=[CH:26][CH:25]=[CH:24][CH:23]=4)=[O:19])[CH2:15][C@@:14]3([F:29])[CH3:28])=[C:10]([C:30]#[N:31])[CH:9]=[N:8][N:7]2[CH:32]=1.OO. (5) Given the product [C:1]([O:5][C:6](=[O:14])[NH:7][C:8]1[C:13]([CH2:16][CH2:17][CH3:18])=[CH:12][CH:11]=[CH:10][N:9]=1)([CH3:4])([CH3:2])[CH3:3], predict the reactants needed to synthesize it. The reactants are: [C:1]([O:5][C:6](=[O:14])[NH:7][C:8]1[CH:13]=[CH:12][CH:11]=[CH:10][N:9]=1)([CH3:4])([CH3:3])[CH3:2].[Li][CH2:16][CH2:17][CH2:18]C.ICCC. (6) Given the product [C:20]1([CH3:47])[CH:25]=[CH:24][C:23]([C:26]([C@:28]([C:44]([OH:46])=[O:45])([OH:43])[C@:29]([C:34]([C:36]2[CH:37]=[CH:38][C:39]([CH3:42])=[CH:40][CH:41]=2)=[O:35])([OH:33])[C:30]([OH:32])=[O:31])=[O:27])=[CH:22][CH:21]=1.[NH2:1][C@@H:2]1[CH:7]2[CH2:6][CH2:5][N:4]([CH2:9][CH2:8]2)[C@H:3]1[CH2:10][C:11]1[CH:12]=[N:13][CH:14]=[CH:15][CH:16]=1, predict the reactants needed to synthesize it. The reactants are: [NH2:1][C@@H:2]1[CH:7]2[CH2:8][CH2:9][N:4]([CH2:5][CH2:6]2)[C@H:3]1[CH2:10][C:11]1[CH:12]=[N:13][CH:14]=[CH:15][CH:16]=1.C(O)C.[C:20]1([CH3:47])[CH:25]=[CH:24][C:23]([C:26]([C@:28]([C:44]([OH:46])=[O:45])([OH:43])[C@:29]([C:34]([C:36]2[CH:41]=[CH:40][C:39]([CH3:42])=[CH:38][CH:37]=2)=[O:35])([OH:33])[C:30]([OH:32])=[O:31])=[O:27])=[CH:22][CH:21]=1.